Dataset: Reaction yield outcomes from USPTO patents with 853,638 reactions. Task: Predict the reaction yield, written as a fraction of the theoretical maximum amount of product (1.0 means a 100% yield; for example, 0.34 means a 34% yield). (1) The reactants are CC1C=C(C)C=C(C)C=1S([O-])(=O)=O.[NH2:14][N+:15]1[CH:20]=[CH:19][C:18]([Br:21])=[CH:17][C:16]=1[NH2:22].[CH3:23][O:24][C:25]1[CH:33]=[CH:32][CH:31]=[CH:30][C:26]=1[C:27](Cl)=O. No catalyst specified. The product is [Br:21][C:18]1[CH:19]=[CH:20][N:15]2[N:14]=[C:27]([C:26]3[CH:30]=[CH:31][CH:32]=[CH:33][C:25]=3[O:24][CH3:23])[N:22]=[C:16]2[CH:17]=1. The yield is 0.284. (2) The reactants are Br[C:2]1[CH:3]=[C:4]2[C:10]([C:11]3[CH:20]=[CH:19][C:14]([C:15]([NH:17][CH3:18])=[O:16])=[CH:13][CH:12]=3)=[CH:9][N:8](S(C3C=CC(C)=CC=3)(=O)=O)[C:5]2=[N:6][CH:7]=1.[CH3:31][O:32][C:33]1[CH:34]=[C:35](B(O)O)[CH:36]=[C:37]([O:41][CH3:42])[C:38]=1[O:39][CH3:40].C([O-])([O-])=O.[Na+].[Na+].O. The catalyst is CC#N.Cl[Pd](Cl)([P](C1C=CC=CC=1)(C1C=CC=CC=1)C1C=CC=CC=1)[P](C1C=CC=CC=1)(C1C=CC=CC=1)C1C=CC=CC=1. The product is [CH3:18][NH:17][C:15](=[O:16])[C:14]1[CH:19]=[CH:20][C:11]([C:10]2[C:4]3[C:5](=[N:6][CH:7]=[C:2]([C:35]4[CH:36]=[C:37]([O:41][CH3:42])[C:38]([O:39][CH3:40])=[C:33]([O:32][CH3:31])[CH:34]=4)[CH:3]=3)[NH:8][CH:9]=2)=[CH:12][CH:13]=1. The yield is 0.470. (3) The reactants are [NH2:1][C:2]1[C:7]([OH:8])=[CH:6][CH:5]=[CH:4][N:3]=1.[H-].[Na+].[Br:11][C:12]1[CH:17]=[C:16]([Br:18])[CH:15]=[CH:14][C:13]=1F. The yield is 0.444. The product is [Br:11][C:12]1[CH:17]=[C:16]([Br:18])[CH:15]=[CH:14][C:13]=1[O:8][C:7]1[C:2]([NH2:1])=[N:3][CH:4]=[CH:5][CH:6]=1. No catalyst specified. (4) The reactants are CO[C:3]([C:5]1[CH:6]=[C:7]2[C:11](=[CH:12][CH:13]=1)[NH:10][N:9]=[CH:8]2)=[O:4].Br[CH2:15][CH2:16][CH:17]([CH3:19])[CH3:18]. No catalyst specified. The product is [CH3:18][CH:17]([CH3:19])[CH2:16][CH2:15][N:10]1[C:11]2[C:7](=[CH:6][C:5]([CH2:3][OH:4])=[CH:13][CH:12]=2)[CH:8]=[N:9]1. The yield is 0.450. (5) The yield is 0.280. The product is [C:1]1([C:7]2[CH:25]=[CH:26][C:27]([NH2:30])=[N:28][CH:29]=2)[CH:6]=[CH:5][CH:4]=[CH:3][CH:2]=1. The catalyst is C1(P(C2C=CC=CC=2)C2C=CC=CC=2)C=CC=CC=1.[Pd].[Pd].[Pd].[Pd].O. The reactants are [C:1]1([CH3:7])[CH:6]=[CH:5][CH:4]=[CH:3][CH:2]=1.C(=O)([O-])[O-].[Na+].[Na+].C1(B(O)O)C=CC=CC=1.IC1[CH:25]=[CH:26][C:27]([NH2:30])=[N:28][CH:29]=1. (6) The reactants are [N+:1]([C:4]1[CH:9]=[CH:8][CH:7]=[C:6]([O:10][CH3:11])[C:5]=1[OH:12])([O-])=O.[CH2:13](OC(OCC)OCC)C. The catalyst is [Pd].C(O)C.C1(C)C=CC(S(O)(=O)=O)=CC=1. The product is [CH3:11][O:10][C:6]1[C:5]2[O:12][CH:13]=[N:1][C:4]=2[CH:9]=[CH:8][CH:7]=1. The yield is 0.850. (7) The reactants are [Br:1][C:2]1[C:3]([CH3:10])=[C:4]([CH3:9])[C:5](N)=[N:6][CH:7]=1.[OH:11]S(O)(=O)=O.N([O-])=O.[Na+]. The catalyst is O. The product is [Br:1][C:2]1[C:3]([CH3:10])=[C:4]([CH3:9])[C:5](=[O:11])[NH:6][CH:7]=1. The yield is 0.620. (8) The reactants are [NH2:1][C:2]1[N:6]([C:7]2[CH:12]=[CH:11][CH:10]=[CH:9][CH:8]=2)[N:5]=[CH:4][C:3]=1C(OCC)=O.Cl.[NH4+].[OH-]. No catalyst specified. The product is [C:7]1([N:6]2[C:2]([NH2:1])=[CH:3][CH:4]=[N:5]2)[CH:12]=[CH:11][CH:10]=[CH:9][CH:8]=1. The yield is 0.940. (9) The reactants are [Br:1][C:2]1[CH:3]=[C:4]([NH2:9])[C:5]([NH2:8])=[CH:6][CH:7]=1.COCCOC.CO.[CH3:18][O:19][C:20]([NH:22][C:23](=NC(OC)=O)SC)=[O:21]. The catalyst is C(OCC)C. The product is [Br:1][C:2]1[CH:7]=[CH:6][C:5]2[N:8]=[C:23]([NH:22][C:20](=[O:21])[O:19][CH3:18])[NH:9][C:4]=2[CH:3]=1. The yield is 0.770.